Dataset: Full USPTO retrosynthesis dataset with 1.9M reactions from patents (1976-2016). Task: Predict the reactants needed to synthesize the given product. (1) Given the product [CH:19]1([C:17]([NH:16][C:14]2[N:15]=[C:10]3[CH:9]=[CH:8][C:7]([O:6][C:5]4[CH:22]=[CH:23][C:2]([NH:1][C:38]([C:33]5[C:32](=[O:41])[N:31]([C:28]6[CH:27]=[CH:26][C:25]([F:24])=[CH:30][CH:29]=6)[C:36]([CH3:37])=[CH:35][CH:34]=5)=[O:39])=[CH:3][CH:4]=4)=[CH:12][N:11]3[CH:13]=2)=[O:18])[CH2:20][CH2:21]1, predict the reactants needed to synthesize it. The reactants are: [NH2:1][C:2]1[CH:23]=[CH:22][C:5]([O:6][C:7]2[CH:8]=[CH:9][C:10]3[N:11]([CH:13]=[C:14]([NH:16][C:17]([CH:19]4[CH2:21][CH2:20]4)=[O:18])[N:15]=3)[CH:12]=2)=[CH:4][CH:3]=1.[F:24][C:25]1[CH:30]=[CH:29][C:28]([N:31]2[C:36]([CH3:37])=[CH:35][CH:34]=[C:33]([C:38](O)=[O:39])[C:32]2=[O:41])=[CH:27][CH:26]=1.CN(C(ON1N=NC2C=CC=NC1=2)=[N+](C)C)C.F[P-](F)(F)(F)(F)F.C(N(CC)C(C)C)(C)C.C(=O)([O-])O.[Na+]. (2) Given the product [Si:16]([O:15][CH2:14][C:5]1[CH:6]=[C:7]([C:9]([O:11][CH2:12][CH3:13])=[O:10])[CH:8]=[C:3]([CH2:2][NH:1][CH2:36][C:32]2[N:31]([CH2:30][C:27]3[CH:28]=[CH:29][C:24]([F:23])=[CH:25][CH:26]=3)[CH:35]=[CH:34][N:33]=2)[N:4]=1)([C:19]([CH3:21])([CH3:20])[CH3:22])([CH3:18])[CH3:17], predict the reactants needed to synthesize it. The reactants are: [NH2:1][CH2:2][C:3]1[CH:8]=[C:7]([C:9]([O:11][CH2:12][CH3:13])=[O:10])[CH:6]=[C:5]([CH2:14][O:15][Si:16]([C:19]([CH3:22])([CH3:21])[CH3:20])([CH3:18])[CH3:17])[N:4]=1.[F:23][C:24]1[CH:29]=[CH:28][C:27]([CH2:30][N:31]2[CH:35]=[CH:34][N:33]=[C:32]2[CH:36]=O)=[CH:26][CH:25]=1. (3) Given the product [Cl:38][C:24]1[C:25]([NH:27][C:28]2[CH:37]=[CH:36][CH:35]=[CH:34][C:29]=2[C:30]([NH:32][CH3:33])=[O:31])=[N:26][C:21]([NH:1][C:2]2[CH:17]=[CH:16][C:5]3[N:6]([CH2:12][CH2:13][O:14][CH3:15])[C:7](=[O:11])[CH2:8][CH2:9][CH2:10][C:4]=3[C:3]=2[O:18][CH3:19])=[N:22][CH:23]=1, predict the reactants needed to synthesize it. The reactants are: [NH2:1][C:2]1[CH:17]=[CH:16][C:5]2[N:6]([CH2:12][CH2:13][O:14][CH3:15])[C:7](=[O:11])[CH2:8][CH2:9][CH2:10][C:4]=2[C:3]=1[O:18][CH3:19].Cl[C:21]1[N:26]=[C:25]([NH:27][C:28]2[CH:37]=[CH:36][CH:35]=[CH:34][C:29]=2[C:30]([NH:32][CH3:33])=[O:31])[C:24]([Cl:38])=[CH:23][N:22]=1. (4) Given the product [OH:8][C:9]1[CH:14]=[CH:13][C:12]([CH:15]([N:30]([N:39]2[CH:43]=[N:42][N:41]=[CH:40]2)[C:31]2[CH:38]=[CH:37][C:34]([C:35]#[N:36])=[CH:33][CH:32]=2)[C:16]2[CH:21]=[CH:20][C:19]([OH:22])=[CH:18][CH:17]=2)=[CH:11][CH:10]=1, predict the reactants needed to synthesize it. The reactants are: C([O:8][C:9]1[CH:14]=[CH:13][C:12]([CH:15]([N:30]([N:39]2[CH:43]=[N:42][N:41]=[CH:40]2)[C:31]2[CH:38]=[CH:37][C:34]([C:35]#[N:36])=[CH:33][CH:32]=2)[C:16]2[CH:21]=[CH:20][C:19]([O:22]CC3C=CC=CC=3)=[CH:18][CH:17]=2)=[CH:11][CH:10]=1)C1C=CC=CC=1. (5) The reactants are: [Br:1][C:2]1[C:3]([CH3:17])=[N:4][N:5]([CH2:14][CH2:15]I)[C:6]=1[C:7]1[CH:12]=[CH:11][C:10]([F:13])=[CH:9][CH:8]=1.C(=O)([O-])[O-].[K+].[K+].CN(C)C=O.[SH:29][CH2:30][CH2:31][OH:32]. Given the product [Br:1][C:2]1[C:3]([CH3:17])=[N:4][N:5]([CH2:14][CH2:15][S:29][CH2:30][CH2:31][OH:32])[C:6]=1[C:7]1[CH:12]=[CH:11][C:10]([F:13])=[CH:9][CH:8]=1, predict the reactants needed to synthesize it. (6) The reactants are: [F:1][CH:2]([F:41])[C:3]1[CH:12]=[C:11]2[C:6]([CH2:7][CH2:8][CH2:9][N:10]2[C:13]2[C:17]3[CH2:18][N:19]([C:22]([O:24][C:25]([CH3:28])([CH3:27])[CH3:26])=[O:23])[CH2:20][CH2:21][C:16]=3[N:15]([CH:29]3[CH2:34][CH2:33][NH:32][CH2:31][CH2:30]3)[N:14]=2)=[CH:5][C:4]=1[C:35]1[CH:36]=[N:37][N:38]([CH3:40])[CH:39]=1.C(N(CC)CC)C.[F:49][C:50]([F:61])([F:60])[CH2:51]OS(C(F)(F)F)(=O)=O.O. Given the product [F:41][CH:2]([F:1])[C:3]1[CH:12]=[C:11]2[C:6]([CH2:7][CH2:8][CH2:9][N:10]2[C:13]2[C:17]3[CH2:18][N:19]([C:22]([O:24][C:25]([CH3:28])([CH3:27])[CH3:26])=[O:23])[CH2:20][CH2:21][C:16]=3[N:15]([CH:29]3[CH2:30][CH2:31][N:32]([CH2:51][C:50]([F:61])([F:60])[F:49])[CH2:33][CH2:34]3)[N:14]=2)=[CH:5][C:4]=1[C:35]1[CH:36]=[N:37][N:38]([CH3:40])[CH:39]=1, predict the reactants needed to synthesize it. (7) Given the product [C:13]([C:12]1[C:2]([N:21]2[CH2:20][CH2:19][N:18]([C:22]([O:24][C:25]([CH3:27])([CH3:26])[CH3:28])=[O:23])[CH2:17][CH:16]2[CH3:15])=[N:3][C:4]([CH3:29])=[C:5]([C:6]([O:8][CH2:9][CH3:10])=[O:7])[CH:11]=1)#[N:14], predict the reactants needed to synthesize it. The reactants are: Cl[C:2]1[C:12]([C:13]#[N:14])=[CH:11][C:5]([C:6]([O:8][CH2:9][CH3:10])=[O:7])=[CH:4][N:3]=1.[CH3:15][CH:16]1[NH:21][CH2:20][CH2:19][N:18]([C:22]([O:24][C:25]([CH3:28])([CH3:27])[CH3:26])=[O:23])[CH2:17]1.[CH3:29]CN(C(C)C)C(C)C.